From a dataset of Full USPTO retrosynthesis dataset with 1.9M reactions from patents (1976-2016). Predict the reactants needed to synthesize the given product. Given the product [OH:19][I:25]([C:26]1[CH:31]=[CH:30][CH:29]=[CH:28][CH:27]=1)[O:14][S:13]([C:5]1[CH:6]=[CH:7][C:8]([N+:10]([O-:12])=[O:11])=[CH:9][C:4]=1[N+:1]([O-:3])=[O:2])(=[O:16])=[O:15], predict the reactants needed to synthesize it. The reactants are: [N+:1]([C:4]1[CH:9]=[C:8]([N+:10]([O-:12])=[O:11])[CH:7]=[CH:6][C:5]=1[S:13]([OH:16])(=[O:15])=[O:14])([O-:3])=[O:2].C(O)(=[O:19])C.C(O)(=O)C.[I:25][C:26]1[CH:31]=[CH:30][CH:29]=[CH:28][CH:27]=1.